From a dataset of Buchwald-Hartwig C-N cross coupling reaction yields with 55,370 reactions. Predict the reaction yield, written as a fraction of the theoretical maximum amount of product (1.0 means a 100% yield; for example, 0.34 means a 34% yield). (1) The yield is 0.625. The product is Cc1ccc(Nc2ccccn2)cc1. No catalyst specified. The reactants are Brc1ccccn1.Cc1ccc(N)cc1.O=S(=O)(O[Pd]1c2ccccc2-c2ccccc2N~1)C(F)(F)F.COc1ccc(OC)c(P(C(C)(C)C)C(C)(C)C)c1-c1c(C(C)C)cc(C(C)C)cc1C(C)C.CN(C)C(=NC(C)(C)C)N(C)C.Cc1cc(C)on1. (2) The reactants are FC(F)(F)c1ccc(Cl)cc1.Cc1ccc(N)cc1.O=S(=O)(O[Pd]1c2ccccc2-c2ccccc2N~1)C(F)(F)F.CC(C)c1cc(C(C)C)c(-c2ccccc2P(C(C)(C)C)C(C)(C)C)c(C(C)C)c1.CCN=P(N=P(N(C)C)(N(C)C)N(C)C)(N(C)C)N(C)C.Cc1cc(-c2ccccc2)on1. No catalyst specified. The product is Cc1ccc(Nc2ccc(C(F)(F)F)cc2)cc1. The yield is 0.317. (3) The reactants are Clc1cccnc1.Cc1ccc(N)cc1.O=S(=O)(O[Pd]1c2ccccc2-c2ccccc2N~1)C(F)(F)F.CC(C)c1cc(C(C)C)c(-c2ccccc2P(C(C)(C)C)C(C)(C)C)c(C(C)C)c1.CCN=P(N=P(N(C)C)(N(C)C)N(C)C)(N(C)C)N(C)C.CCOC(=O)c1cnoc1C. No catalyst specified. The product is Cc1ccc(Nc2cccnc2)cc1. The yield is 0.109.